Dataset: Peptide-MHC class I binding affinity with 185,985 pairs from IEDB/IMGT. Task: Regression. Given a peptide amino acid sequence and an MHC pseudo amino acid sequence, predict their binding affinity value. This is MHC class I binding data. (1) The peptide sequence is DLVKSYSLIR. The MHC is HLA-A68:01 with pseudo-sequence HLA-A68:01. The binding affinity (normalized) is 0.316. (2) The peptide sequence is FLILGMLLM. The MHC is HLA-A26:01 with pseudo-sequence HLA-A26:01. The binding affinity (normalized) is 0.0847. (3) The binding affinity (normalized) is 1.00. The peptide sequence is YQRALHTSI. The MHC is HLA-B27:20 with pseudo-sequence HLA-B27:20. (4) The peptide sequence is ILTFLSGGDL. The MHC is HLA-A02:01 with pseudo-sequence HLA-A02:01. The binding affinity (normalized) is 0.363. (5) The peptide sequence is LMDCIIFES. The MHC is HLA-A02:02 with pseudo-sequence HLA-A02:02. The binding affinity (normalized) is 0.685. (6) The peptide sequence is ELWKDVDRI. The MHC is HLA-A02:06 with pseudo-sequence HLA-A02:06. The binding affinity (normalized) is 0.139. (7) The peptide sequence is ARVAASLAK. The MHC is HLA-A69:01 with pseudo-sequence HLA-A69:01. The binding affinity (normalized) is 0.0847. (8) The peptide sequence is YRAVVPLVY. The MHC is Mamu-A02 with pseudo-sequence Mamu-A02. The binding affinity (normalized) is 0.344.